From a dataset of Forward reaction prediction with 1.9M reactions from USPTO patents (1976-2016). Predict the product of the given reaction. Given the reactants [H-].[H-].[H-].[H-].[Li+].[Al+3].[CH2:7]([C:9]([C:25]1[CH:26]=[CH:27][C:28]([O:38][CH3:39])=[C:29]([O:31][CH2:32][C:33](OCC)=[O:34])[CH:30]=1)=[C:10]([C:18]1[CH:23]=[CH:22][C:21]([OH:24])=[CH:20][CH:19]=1)[C:11]1[CH:16]=[CH:15][C:14]([OH:17])=[CH:13][CH:12]=1)[CH3:8], predict the reaction product. The product is: [OH:34][CH2:33][CH2:32][O:31][C:29]1[CH:30]=[C:25]([C:9]([CH2:7][CH3:8])=[C:10]([C:11]2[CH:12]=[CH:13][C:14]([OH:17])=[CH:15][CH:16]=2)[C:18]2[CH:23]=[CH:22][C:21]([OH:24])=[CH:20][CH:19]=2)[CH:26]=[CH:27][C:28]=1[O:38][CH3:39].